From a dataset of Forward reaction prediction with 1.9M reactions from USPTO patents (1976-2016). Predict the product of the given reaction. Given the reactants [CH3:1][S:2]([O:5][C:6]1[CH:7]=[C:8]([C:14]2[CH:19]=[CH:18][CH:17]=[C:16]([C:20]3([C:28]4[CH:33]=[CH:32][N:31]=[CH:30][CH:29]=4)[C:24](=[O:25])[N:23]([CH3:26])[C:22](=S)[NH:21]3)[CH:15]=2)[CH:9]=[C:10]([O:12][CH3:13])[CH:11]=1)(=[O:4])=[O:3].CO.[OH-].[NH4+:37].C(OO)(C)(C)C, predict the reaction product. The product is: [CH3:1][S:2]([O:5][C:6]1[CH:7]=[C:8]([C:14]2[CH:19]=[CH:18][CH:17]=[C:16]([C:20]3([C:28]4[CH:29]=[CH:30][N:31]=[CH:32][CH:33]=4)[C:24](=[O:25])[N:23]([CH3:26])[C:22]([NH2:37])=[N:21]3)[CH:15]=2)[CH:9]=[C:10]([O:12][CH3:13])[CH:11]=1)(=[O:4])=[O:3].